This data is from Catalyst prediction with 721,799 reactions and 888 catalyst types from USPTO. The task is: Predict which catalyst facilitates the given reaction. (1) Reactant: [OH:1][C:2]1[CH:7]=[CH:6][C:5]([CH2:8][CH2:9][C:10]([O:12][CH3:13])=[O:11])=[CH:4][CH:3]=1.[H-].[Na+].[Br:16][C:17]1[CH:18]=[C:19]([CH:22]=[CH:23][CH:24]=1)[CH2:20]Br. Product: [Br:16][C:17]1[CH:18]=[C:19]([CH:22]=[CH:23][CH:24]=1)[CH2:20][O:1][C:2]1[CH:3]=[CH:4][C:5]([CH2:8][CH2:9][C:10]([O:12][CH3:13])=[O:11])=[CH:6][CH:7]=1. The catalyst class is: 42. (2) Reactant: [Cl:1][C:2]1[N:6]2[CH2:7][CH2:8][NH:9][CH2:10][C:5]2=[C:4]([C:11]([NH2:13])=[O:12])[C:3]=1[C:14]1[CH:19]=[CH:18][CH:17]=[C:16]([F:20])[CH:15]=1.[F:21][C:22]([F:40])([F:39])[C:23]([NH:26][C:27](=O)[O:28]C1C=CC([N+]([O-])=O)=CC=1)([CH3:25])[CH3:24].C(=O)([O-])[O-].[Na+].[Na+].[OH-].[Na+]. Product: [Cl:1][C:2]1[N:6]2[CH2:7][CH2:8][N:9]([C:27]([NH:26][C:23]([CH3:25])([CH3:24])[C:22]([F:40])([F:39])[F:21])=[O:28])[CH2:10][C:5]2=[C:4]([C:11]([NH2:13])=[O:12])[C:3]=1[C:14]1[CH:19]=[CH:18][CH:17]=[C:16]([F:20])[CH:15]=1. The catalyst class is: 10.